Dataset: Forward reaction prediction with 1.9M reactions from USPTO patents (1976-2016). Task: Predict the product of the given reaction. Given the reactants [CH:1]1([C:7]2([CH3:14])[C:11](=[O:12])[NH:10][N:9]=[C:8]2[CH3:13])[CH2:6][CH2:5][CH2:4][CH2:3][CH2:2]1.Br.Br[CH2:17][C:18]([C:20]1[CH:21]=[N:22][CH:23]=[CH:24][CH:25]=1)=[O:19], predict the reaction product. The product is: [CH:1]1([C:7]2([CH3:14])[C:11](=[O:12])[N:10]([CH2:17][C:18](=[O:19])[C:20]3[CH:21]=[N:22][CH:23]=[CH:24][CH:25]=3)[N:9]=[C:8]2[CH3:13])[CH2:2][CH2:3][CH2:4][CH2:5][CH2:6]1.